This data is from Forward reaction prediction with 1.9M reactions from USPTO patents (1976-2016). The task is: Predict the product of the given reaction. Given the reactants [N-]1C=CN=C1.[Cl:6][C:7]1[CH:23]=[C:22]([F:24])[C:21]([F:25])=[CH:20][C:8]=1[C:9]([NH:11][C:12]1[NH:16][N:15]=[C:14]([C:17]([OH:19])=O)[CH:13]=1)=[O:10].[NH2:26][CH2:27][C:28]1[O:32][CH:31]=[N:30][C:29]=1[CH3:33].C(=O)([O-])O.[Na+].O, predict the reaction product. The product is: [CH3:33][C:29]1[N:30]=[CH:31][O:32][C:28]=1[CH2:27][NH:26][C:17]([C:14]1[CH:13]=[C:12]([NH:11][C:9](=[O:10])[C:8]2[CH:20]=[C:21]([F:25])[C:22]([F:24])=[CH:23][C:7]=2[Cl:6])[NH:16][N:15]=1)=[O:19].